Dataset: Forward reaction prediction with 1.9M reactions from USPTO patents (1976-2016). Task: Predict the product of the given reaction. (1) The product is: [CH3:29][O:30][C:31](=[O:45])[C:32]1[CH:37]=[CH:36][C:35]([NH:38][CH:39]([CH2:40][CH3:41])[CH2:42][CH3:43])=[C:34]([NH:44][C:7](=[O:9])[CH2:6][C:5]2[S:1][CH:2]=[N:3][CH:4]=2)[CH:33]=1. Given the reactants [S:1]1[C:5]([CH2:6][C:7]([OH:9])=O)=[CH:4][N:3]=[CH:2]1.C1C=NC2N(O)N=NC=2C=1.CCN(C(C)C)C(C)C.[CH3:29][O:30][C:31](=[O:45])[C:32]1[CH:37]=[CH:36][C:35]([NH:38][CH:39]([CH2:42][CH3:43])[CH2:40][CH3:41])=[C:34]([NH2:44])[CH:33]=1, predict the reaction product. (2) Given the reactants [F:1][C:2]([F:32])([F:31])[C:3]1[CH:4]=[C:5](/[CH:9]=[CH:10]/[C:11]2[S:12][C:13]3[C:19]([C:20]4[CH:21]=[C:22]([CH:28]=[CH:29][CH:30]=4)[C:23]([O:25][CH2:26][CH3:27])=[O:24])=[CH:18][CH:17]=[CH:16][C:14]=3[CH:15]=2)[CH:6]=[CH:7][CH:8]=1.[H][H], predict the reaction product. The product is: [F:31][C:2]([F:1])([F:32])[C:3]1[CH:4]=[C:5]([CH2:9][CH2:10][C:11]2[S:12][C:13]3[C:19]([C:20]4[CH:21]=[C:22]([CH:28]=[CH:29][CH:30]=4)[C:23]([O:25][CH2:26][CH3:27])=[O:24])=[CH:18][CH:17]=[CH:16][C:14]=3[CH:15]=2)[CH:6]=[CH:7][CH:8]=1.